Task: Predict the product of the given reaction.. Dataset: Forward reaction prediction with 1.9M reactions from USPTO patents (1976-2016) (1) Given the reactants [Cl:1][C:2]1[CH:7]=[CH:6][CH:5]=[CH:4][C:3]=1[OH:8].C(=O)([O-])[O-].[K+].[K+].Br[CH2:16][C:17]([O:19][CH2:20][CH3:21])=[O:18], predict the reaction product. The product is: [Cl:1][C:2]1[CH:7]=[CH:6][CH:5]=[CH:4][C:3]=1[O:8][CH2:16][C:17]([O:19][CH2:20][CH3:21])=[O:18]. (2) Given the reactants [CH3:1][O:2][C:3](=[O:24])[C@@:4](C)([NH:15][C:16]([O:18][C:19]([CH3:22])([CH3:21])[CH3:20])=[O:17])[CH2:5][C:6]1[CH:11]=[CH:10][C:9]([N+:12]([O-])=O)=[CH:8][CH:7]=1.[Cl-].[NH4+].CO, predict the reaction product. The product is: [CH3:1][O:2][C:3](=[O:24])[C@@H:4]([NH:15][C:16]([O:18][C:19]([CH3:21])([CH3:20])[CH3:22])=[O:17])[CH2:5][C:6]1[CH:11]=[CH:10][C:9]([NH2:12])=[CH:8][CH:7]=1. (3) Given the reactants C([O:8][C:9]1[CH:14]=[CH:13][C:12]([C:15]2[CH:24]=[CH:23][CH:22]=[C:21]3[C:16]=2[CH:17]=[CH:18][N:19]=[CH:20]3)=[CH:11][CH:10]=1)C1C=CC=CC=1, predict the reaction product. The product is: [CH:20]1[C:21]2[C:16](=[C:15]([C:12]3[CH:13]=[CH:14][C:9]([OH:8])=[CH:10][CH:11]=3)[CH:24]=[CH:23][CH:22]=2)[CH:17]=[CH:18][N:19]=1. (4) Given the reactants [CH3:1][C:2]1([CH2:6][N:7]2[CH:11]=[C:10]([N+:12]([O-])=O)[N:9]=[CH:8]2)[CH2:5][O:4][CH2:3]1.[F:15][C:16]1[CH:17]=[C:18]([CH2:23][C:24]([NH:26][CH:27]([CH2:31][CH2:32][CH3:33])[C:28](O)=[O:29])=[O:25])[CH:19]=[C:20]([F:22])[CH:21]=1, predict the reaction product. The product is: [CH3:1][C:2]1([CH2:6][N:7]2[CH:11]=[C:10]([NH:12][C:28](=[O:29])[C@@H:27]([NH:26][C:24](=[O:25])[CH2:23][C:18]3[CH:19]=[C:20]([F:22])[CH:21]=[C:16]([F:15])[CH:17]=3)[CH2:31][CH2:32][CH3:33])[N:9]=[CH:8]2)[CH2:5][O:4][CH2:3]1. (5) Given the reactants Br[C:2]1[CH:3]=[C:4]([CH2:16][N:17]([CH3:25])[C:18](=[O:24])[O:19][C:20]([CH3:23])([CH3:22])[CH3:21])[S:5][C:6]=1[S:7]([C:10]1[CH:15]=[CH:14][CH:13]=[CH:12][CH:11]=1)(=[O:9])=[O:8].[NH:26]1[CH2:31][CH2:30][CH2:29][CH2:28][C:27]1=[O:32].C(=O)([O-])[O-].[Cs+].[Cs+].O, predict the reaction product. The product is: [CH3:25][N:17]([CH2:16][C:4]1[S:5][C:6]([S:7]([C:10]2[CH:15]=[CH:14][CH:13]=[CH:12][CH:11]=2)(=[O:9])=[O:8])=[C:2]([N:26]2[CH2:31][CH2:30][CH2:29][CH2:28][C:27]2=[O:32])[CH:3]=1)[C:18](=[O:24])[O:19][C:20]([CH3:23])([CH3:22])[CH3:21]. (6) The product is: [NH2:19][C:15]([CH:12]1[CH2:13][CH2:14][CH:9]([NH:8][C:6](=[O:7])[O:5][C:2]([CH3:4])([CH3:3])[CH3:1])[CH2:10][CH2:11]1)=[O:17]. Given the reactants [CH3:1][C:2]([O:5][C:6]([NH:8][CH:9]1[CH2:14][CH2:13][CH:12]([C:15]([OH:17])=O)[CH2:11][CH2:10]1)=[O:7])([CH3:4])[CH3:3].C[N:19](C(ON1N=NC2C=CC=NC1=2)=[N+](C)C)C.F[P-](F)(F)(F)(F)F.CCN(C(C)C)C(C)C.N, predict the reaction product. (7) Given the reactants [CH:1]([CH:4]1[CH2:13][C:12]2[C:7](=[CH:8][C:9]([O:16][CH3:17])=[C:10]([O:14][CH3:15])[CH:11]=2)[CH:6]=[N:5]1)([CH3:3])[CH3:2].CN([CH:21]=[C:22]([C:28](=[O:30])[CH3:29])[C:23]([O:25]CC)=[O:24])C.Cl.O1CCOCC1, predict the reaction product. The product is: [CH:1]([CH:4]1[N:5]2[C:6](=[CH:29][C:28](=[O:30])[C:22]([C:23]([OH:25])=[O:24])=[CH:21]2)[C:7]2[CH:8]=[C:9]([O:16][CH3:17])[C:10]([O:14][CH3:15])=[CH:11][C:12]=2[CH2:13]1)([CH3:3])[CH3:2]. (8) Given the reactants [Br:1][C:2]1[CH:3]=[CH:4][C:5]([S:8](Cl)(=[O:10])=[O:9])=[N:6][CH:7]=1.[NH4+:12].[OH-], predict the reaction product. The product is: [Br:1][C:2]1[CH:3]=[CH:4][C:5]([S:8]([NH2:12])(=[O:10])=[O:9])=[N:6][CH:7]=1. (9) Given the reactants Br[C:2]1[C:10]2[N:9]3[CH2:11][CH2:12][CH2:13][NH:14][C:15](=[O:16])[C:8]3=[CH:7][C:6]=2[CH:5]=[C:4]([C:17]#[N:18])[CH:3]=1.[Cl:19][C:20]1[CH:25]=[CH:24][C:23](B(O)O)=[CH:22][C:21]=1[C:29]([F:32])([F:31])[F:30], predict the reaction product. The product is: [Cl:19][C:20]1[CH:25]=[CH:24][C:23]([C:2]2[C:10]3[N:9]4[CH2:11][CH2:12][CH2:13][NH:14][C:15](=[O:16])[C:8]4=[CH:7][C:6]=3[CH:5]=[C:4]([C:17]#[N:18])[CH:3]=2)=[CH:22][C:21]=1[C:29]([F:30])([F:31])[F:32]. (10) Given the reactants Cl.[NH2:2][C@@H:3]([CH2:33][CH3:34])[C:4]([NH:6][C@@H:7]1[C:13](=[O:14])[N:12]([CH2:15][C:16]2[C:25]3[C:20](=[CH:21][C:22]([Br:26])=[CH:23][CH:24]=3)[CH:19]=[CH:18][C:17]=2[O:27][CH3:28])[C:11]2[CH:29]=[CH:30][CH:31]=[CH:32][C:10]=2[CH2:9][CH2:8]1)=[O:5].[CH:35](=O)[C:36]1[CH:41]=[CH:40][CH:39]=[CH:38][CH:37]=1, predict the reaction product. The product is: [CH2:35]([NH:2][C@@H:3]([CH2:33][CH3:34])[C:4]([NH:6][C@@H:7]1[C:13](=[O:14])[N:12]([CH2:15][C:16]2[C:25]3[C:20](=[CH:21][C:22]([Br:26])=[CH:23][CH:24]=3)[CH:19]=[CH:18][C:17]=2[O:27][CH3:28])[C:11]2[CH:29]=[CH:30][CH:31]=[CH:32][C:10]=2[CH2:9][CH2:8]1)=[O:5])[C:36]1[CH:41]=[CH:40][CH:39]=[CH:38][CH:37]=1.